From a dataset of Catalyst prediction with 721,799 reactions and 888 catalyst types from USPTO. Predict which catalyst facilitates the given reaction. (1) Reactant: [CH3:1][S:2](Cl)(=[O:4])=[O:3].[NH2:6][C:7]1[CH:12]=[CH:11][C:10]([N:13]2[C:42]([CH2:43][CH3:44])=[C:16]3[N:17]=[C:18]([C:22]4[C:23]([O:39][CH2:40][CH3:41])=[N:24][CH:25]=[C:26]([S:28]([N:31]5[CH2:36][CH2:35][N:34]([CH2:37][CH3:38])[CH2:33][CH2:32]5)(=[O:30])=[O:29])[CH:27]=4)[NH:19][C:20](=[O:21])[C:15]3=[N:14]2)=[CH:9][CH:8]=1. Product: [NH3:6].[CH2:40]([O:39][C:23]1[C:22]([C:18]2[NH:19][C:20](=[O:21])[C:15]3[C:16](=[C:42]([CH2:43][CH3:44])[N:13]([C:10]4[CH:11]=[CH:12][C:7]([NH:6][S:2]([CH3:1])(=[O:4])=[O:3])=[CH:8][CH:9]=4)[N:14]=3)[N:17]=2)=[CH:27][C:26]([S:28]([N:31]2[CH2:36][CH2:35][N:34]([CH2:37][CH3:38])[CH2:33][CH2:32]2)(=[O:30])=[O:29])=[CH:25][N:24]=1)[CH3:41]. The catalyst class is: 17. (2) Reactant: [F:1][C:2]1[C:7]([F:8])=[CH:6][CH:5]=[CH:4][C:3]=1[C:9]1[N:41]=[C:12]2[CH:13]=[N:14][N:15]([CH:17]([C:22]3[O:26][N:25]=[C:24]([C:27]4[CH:32]=[CH:31][C:30]([O:33][CH2:34][CH2:35][CH3:36])=[CH:29][C:28]=4[C:37]([F:40])([F:39])[F:38])[CH:23]=3)[C:18]([O:20][CH3:21])=[O:19])[CH:16]=[C:11]2[N:10]=1.C(=O)([O-])[O-].[K+].[K+].CC(O)=O.[CH2:52]([OH:64])[CH2:53][O:54][CH2:55][CH2:56][O:57][CH2:58][CH2:59][O:60][CH2:61]CO.COCCOC. Product: [F:1][C:2]1[C:7]([F:8])=[CH:6][CH:5]=[CH:4][C:3]=1[C:9]1[N:41]=[C:12]2[CH:13]=[N:14][N:15]([CH:17]([C:22]3[O:26][N:25]=[C:24]([C:27]4[CH:32]=[CH:31][C:30]([O:33][CH2:34][CH2:35][CH3:36])=[CH:29][C:28]=4[C:37]([F:38])([F:40])[F:39])[CH:23]=3)[C:18]([O:20][CH2:21][CH2:61][O:60][CH2:59][CH2:58][O:57][CH2:56][CH2:55][O:54][CH2:53][CH2:52][OH:64])=[O:19])[CH:16]=[C:11]2[N:10]=1. The catalyst class is: 25. (3) Reactant: [H-].[Na+].[CH2:3]([O:5][C:6](=[O:15])[CH2:7][C:8]1[CH:9]=[N:10][C:11]([Cl:14])=[CH:12][CH:13]=1)[CH3:4].CN(C)C=O.Br[CH2:22][CH2:23]Cl.Cl. Product: [CH2:3]([O:5][C:6]([C:7]1([C:8]2[CH:9]=[N:10][C:11]([Cl:14])=[CH:12][CH:13]=2)[CH2:23][CH2:22]1)=[O:15])[CH3:4]. The catalyst class is: 25.